Predict the product of the given reaction. From a dataset of Forward reaction prediction with 1.9M reactions from USPTO patents (1976-2016). (1) Given the reactants CS(C)=O.[CH3:5][NH:6][C@@H:7]1[CH2:11][CH2:10][NH:9][CH2:8]1.[C:12]([C:14]1[C:19]2[N:20]=[C:21]([C:23]([N:25]([CH3:27])[CH3:26])=[O:24])[O:22][C:18]=2[C:17](F)=[C:16]([C:29]2[CH:34]=[CH:33][CH:32]=[CH:31][CH:30]=2)[C:15]=1[CH3:35])#[N:13].[CH2:36](N(CC)CC)C, predict the reaction product. The product is: [C:12]([C:14]1[C:19]2[N:20]=[C:21]([C:23]([N:25]([CH3:27])[CH3:26])=[O:24])[O:22][C:18]=2[C:17]([N:9]2[CH2:10][CH2:11][C@@H:7]([N:6]([CH3:36])[CH3:5])[CH2:8]2)=[C:16]([C:29]2[CH:34]=[CH:33][CH:32]=[CH:31][CH:30]=2)[C:15]=1[CH3:35])#[N:13]. (2) Given the reactants [H-].[Na+].[OH:3][C:4]1[CH:12]=[C:11]2[C:7]([CH:8]=[CH:9][NH:10]2)=[CH:6][CH:5]=1.[NH2:13][C:14]1[CH:19]=[C:18](Cl)[CH:17]=[CH:16][N:15]=1, predict the reaction product. The product is: [NH:10]1[C:11]2[C:7](=[CH:6][CH:5]=[C:4]([O:3][C:18]3[CH:17]=[CH:16][N:15]=[C:14]([NH2:13])[CH:19]=3)[CH:12]=2)[CH:8]=[CH:9]1. (3) Given the reactants [Cl:1][C:2]1[CH:10]=[C:9]2[C:5]([CH:6]=[C:7]([CH3:19])[N:8]2[CH2:11][CH2:12][N:13]2[CH2:18][CH2:17][O:16][CH2:15][CH2:14]2)=[CH:4][CH:3]=1.[Cl-].[Cl-].C([Al+2])C.[CH3:25][C:26]1[C:35]2[C:30](=[CH:31][CH:32]=[CH:33][CH:34]=2)[C:29]([C:36](Cl)=[O:37])=[CH:28][CH:27]=1, predict the reaction product. The product is: [Cl:1][C:2]1[CH:10]=[C:9]2[C:5]([C:6]([C:36]([C:29]3[C:30]4[C:35](=[CH:34][CH:33]=[CH:32][CH:31]=4)[C:26]([CH3:25])=[CH:27][CH:28]=3)=[O:37])=[C:7]([CH3:19])[N:8]2[CH2:11][CH2:12][N:13]2[CH2:18][CH2:17][O:16][CH2:15][CH2:14]2)=[CH:4][CH:3]=1.